Task: Regression. Given two drug SMILES strings and cell line genomic features, predict the synergy score measuring deviation from expected non-interaction effect.. Dataset: NCI-60 drug combinations with 297,098 pairs across 59 cell lines (1) Drug 2: C1=CC=C(C=C1)NC(=O)CCCCCCC(=O)NO. Drug 1: CCCS(=O)(=O)NC1=C(C(=C(C=C1)F)C(=O)C2=CNC3=C2C=C(C=N3)C4=CC=C(C=C4)Cl)F. Cell line: SNB-75. Synergy scores: CSS=6.47, Synergy_ZIP=-2.23, Synergy_Bliss=-2.47, Synergy_Loewe=-16.1, Synergy_HSA=-3.88. (2) Drug 1: C1CC(=O)NC(=O)C1N2CC3=C(C2=O)C=CC=C3N. Drug 2: COC1=NC(=NC2=C1N=CN2C3C(C(C(O3)CO)O)O)N. Cell line: CAKI-1. Synergy scores: CSS=7.38, Synergy_ZIP=-4.39, Synergy_Bliss=-2.29, Synergy_Loewe=1.08, Synergy_HSA=1.01. (3) Drug 1: C1CCC(CC1)NC(=O)N(CCCl)N=O. Drug 2: C1C(C(OC1N2C=NC3=C(N=C(N=C32)Cl)N)CO)O. Cell line: LOX IMVI. Synergy scores: CSS=35.5, Synergy_ZIP=-10.0, Synergy_Bliss=-4.41, Synergy_Loewe=-0.202, Synergy_HSA=0.103. (4) Drug 1: C1CCC(C1)C(CC#N)N2C=C(C=N2)C3=C4C=CNC4=NC=N3. Drug 2: C1=NC2=C(N1)C(=S)N=CN2. Cell line: HL-60(TB). Synergy scores: CSS=14.0, Synergy_ZIP=-5.83, Synergy_Bliss=-9.75, Synergy_Loewe=-38.6, Synergy_HSA=-19.2.